Dataset: TCR-epitope binding with 47,182 pairs between 192 epitopes and 23,139 TCRs. Task: Binary Classification. Given a T-cell receptor sequence (or CDR3 region) and an epitope sequence, predict whether binding occurs between them. (1) The epitope is DATYQRTRALVR. The TCR CDR3 sequence is CASSPTGGRGAYEQYF. Result: 0 (the TCR does not bind to the epitope). (2) The epitope is KTSVDCTMYI. The TCR CDR3 sequence is CASSLTSLTDTQYF. Result: 0 (the TCR does not bind to the epitope). (3) The epitope is SEETGTLIV. The TCR CDR3 sequence is CASSGPRQNYNSPLHF. Result: 1 (the TCR binds to the epitope). (4) Result: 1 (the TCR binds to the epitope). The epitope is AYILFTRFFYV. The TCR CDR3 sequence is CASSQVLADNEQFF. (5) Result: 0 (the TCR does not bind to the epitope). The TCR CDR3 sequence is CASTPSGDGYTF. The epitope is HTTDPSFLGRY.